From a dataset of Reaction yield outcomes from USPTO patents with 853,638 reactions. Predict the reaction yield, written as a fraction of the theoretical maximum amount of product (1.0 means a 100% yield; for example, 0.34 means a 34% yield). (1) The reactants are [OH-].[Na+].C([O:5][C:6]([C:8]1[C:12]2[CH2:13][CH2:14][C:15]([CH3:17])([CH3:16])[C:11]=2[NH:10][N:9]=1)=[O:7])C. The catalyst is CO. The product is [CH3:16][C:15]1([CH3:17])[C:11]2[NH:10][N:9]=[C:8]([C:6]([OH:7])=[O:5])[C:12]=2[CH2:13][CH2:14]1. The yield is 0.436. (2) The reactants are [CH2:1]([O:8][C:9]1[CH:23]=[C:22]([O:24][CH2:25][C:26]2[CH:31]=[CH:30][CH:29]=[CH:28][CH:27]=2)[C:21]([C:32]([CH3:34])=[CH2:33])=[CH:20][C:10]=1[C:11]([N:13]([CH2:17][C:18]#[CH:19])[CH2:14][C:15]#[CH:16])=[O:12])[C:2]1[CH:7]=[CH:6][CH:5]=[CH:4][CH:3]=1.[CH2:35]([OH:39])[CH2:36][C:37]#[CH:38].CCCCCCC. The catalyst is C(OCC)(=O)C. The product is [CH2:1]([O:8][C:9]1[CH:23]=[C:22]([O:24][CH2:25][C:26]2[CH:27]=[CH:28][CH:29]=[CH:30][CH:31]=2)[C:21]([C:32]([CH3:34])=[CH2:33])=[CH:20][C:10]=1[C:11]([N:13]1[CH2:17][C:18]2[C:15](=[CH:16][CH:38]=[C:37]([CH2:36][CH2:35][OH:39])[CH:19]=2)[CH2:14]1)=[O:12])[C:2]1[CH:7]=[CH:6][CH:5]=[CH:4][CH:3]=1. The yield is 0.380. (3) The yield is 0.830. The reactants are [C:1]([O:5][C:6]([N:8]([C:16]1[C:21]([F:22])=[CH:20][CH:19]=[C:18](B2OC(C)(C)C(C)(C)O2)[C:17]=1[CH3:32])[C:9](=[O:15])[O:10][C:11]([CH3:14])([CH3:13])[CH3:12])=[O:7])([CH3:4])([CH3:3])[CH3:2].[OH-:33].[Na+].OO.Cl. The catalyst is C1COCC1. The product is [C:11]([O:10][C:9]([N:8]([C:16]1[C:21]([F:22])=[CH:20][CH:19]=[C:18]([OH:33])[C:17]=1[CH3:32])[C:6](=[O:7])[O:5][C:1]([CH3:3])([CH3:2])[CH3:4])=[O:15])([CH3:13])([CH3:14])[CH3:12]. (4) The reactants are C(O)C.[NH2:4][OH:5].C[O:7][C:8](=O)[CH:9]([N:14]([CH3:39])[C:15]([C:17]1[CH:22]=[CH:21][C:20]([C:23]2[CH:28]=[CH:27][C:26]([O:29][CH2:30][CH2:31][CH2:32][N:33]3[CH2:38][CH2:37][O:36][CH2:35][CH2:34]3)=[CH:25][CH:24]=2)=[CH:19][CH:18]=1)=[O:16])[C:10]([NH:12][CH3:13])=[O:11]. The catalyst is C1COCC1. The product is [OH:5][NH:4][C:8](=[O:7])[CH:9]([N:14]([CH3:39])[C:15]([C:17]1[CH:22]=[CH:21][C:20]([C:23]2[CH:28]=[CH:27][C:26]([O:29][CH2:30][CH2:31][CH2:32][N:33]3[CH2:34][CH2:35][O:36][CH2:37][CH2:38]3)=[CH:25][CH:24]=2)=[CH:19][CH:18]=1)=[O:16])[C:10]([NH:12][CH3:13])=[O:11]. The yield is 0.390. (5) The reactants are [CH2:1]([C:3]1[CH:23]=[CH:22][C:6]([O:7][C:8]2[CH:13]=[CH:12][C:11]([N:14]3[C:18](=[O:19])[CH2:17][CH2:16][C:15]3=[O:20])=[CH:10][C:9]=2[F:21])=[C:5]([O:24][CH3:25])[CH:4]=1)[CH3:2].[NH:26]1[CH2:31][CH2:30][O:29][CH2:28][CH2:27]1. The catalyst is C(#N)C. The product is [CH2:1]([C:3]1[CH:23]=[CH:22][C:6]([O:7][C:8]2[CH:13]=[CH:12][C:11]([NH:14][C:18](=[O:19])[CH2:17][CH2:16][C:15]([N:26]3[CH2:31][CH2:30][O:29][CH2:28][CH2:27]3)=[O:20])=[CH:10][C:9]=2[F:21])=[C:5]([O:24][CH3:25])[CH:4]=1)[CH3:2]. The yield is 0.870. (6) No catalyst specified. The product is [C:1]([O:5][C:6](=[O:15])[C:7]1[CH:12]=[CH:11][C:10]([F:13])=[CH:9][C:8]=1[NH:26][C@@H:24]([CH3:25])[CH2:23][O:22][CH3:21])([CH3:4])([CH3:3])[CH3:2]. The yield is 0.840. The reactants are [C:1]([O:5][C:6](=[O:15])[C:7]1[CH:12]=[CH:11][C:10]([F:13])=[CH:9][C:8]=1F)([CH3:4])([CH3:3])[CH3:2].C([O-])(O)=O.[Na+].[CH3:21][O:22][CH2:23][C@@H:24]([NH2:26])[CH3:25]. (7) The reactants are [F:1][C:2]1[CH:3]=[C:4]2[C:8](=[CH:9][CH:10]=1)[N:7]([C:11]1[N:12]=[C:13]3[C:19]([C:20]([NH:22][C:23]([CH3:27])([CH3:26])[CH2:24][OH:25])=[O:21])=[CH:18][N:17](COCC[Si](C)(C)C)[C:14]3=[N:15][CH:16]=1)[N:6]=[CH:5]2.FC(F)(F)C(O)=O. The catalyst is ClCCl. The product is [OH:25][CH2:24][C:23]([NH:22][C:20]([C:19]1[C:13]2[C:14](=[N:15][CH:16]=[C:11]([N:7]3[C:8]4[C:4](=[CH:3][C:2]([F:1])=[CH:10][CH:9]=4)[CH:5]=[N:6]3)[N:12]=2)[NH:17][CH:18]=1)=[O:21])([CH3:27])[CH3:26]. The yield is 0.680.